This data is from Catalyst prediction with 721,799 reactions and 888 catalyst types from USPTO. The task is: Predict which catalyst facilitates the given reaction. Reactant: [Cl:1][C:2]1[CH:7]=[CH:6][C:5]([C:8]2[N:12]([C:13]3[CH:18]=[CH:17][C:16]([S:19]([NH2:22])(=[O:21])=[O:20])=[CH:15][CH:14]=3)[N:11]=[C:10]([C:23]([F:26])([F:25])[F:24])[CH:9]=2)=[CH:4][CH:3]=1.C(O)(=O)C.[Cl:31]Cl. Product: [Cl:1][C:2]1[CH:7]=[CH:6][C:5]([C:8]2[N:12]([C:13]3[CH:14]=[CH:15][C:16]([S:19]([NH2:22])(=[O:21])=[O:20])=[CH:17][CH:18]=3)[N:11]=[C:10]([C:23]([F:24])([F:25])[F:26])[C:9]=2[Cl:31])=[CH:4][CH:3]=1. The catalyst class is: 6.